From a dataset of Forward reaction prediction with 1.9M reactions from USPTO patents (1976-2016). Predict the product of the given reaction. (1) The product is: [O:4]1[C:12]2[CH:11]=[CH:10][N:9]=[C:8]([N:13]3[CH2:18][CH2:17][N:16]([CH2:19][CH2:20][C@H:21]4[CH2:26][CH2:25][C@H:24]([NH:27][C:35](=[O:36])[CH2:34][CH:31]5[CH2:32][CH2:33][O:28][CH2:29][CH2:30]5)[CH2:23][CH2:22]4)[CH2:15][CH2:14]3)[C:7]=2[CH2:6][CH2:5]1. Given the reactants Cl.Cl.Cl.[O:4]1[C:12]2[CH:11]=[CH:10][N:9]=[C:8]([N:13]3[CH2:18][CH2:17][N:16]([CH2:19][CH2:20][C@H:21]4[CH2:26][CH2:25][C@H:24]([NH2:27])[CH2:23][CH2:22]4)[CH2:15][CH2:14]3)[C:7]=2[CH2:6][CH2:5]1.[O:28]1[CH2:33][CH2:32][CH:31]([CH2:34][C:35](O)=[O:36])[CH2:30][CH2:29]1, predict the reaction product. (2) Given the reactants [C:1]1(=[O:8])[CH2:7][CH2:6][CH2:5][CH2:4][CH2:3][CH2:2]1.CO[CH:11](OC)[N:12]([CH3:14])[CH3:13], predict the reaction product. The product is: [CH3:11][N:12]([CH:14]=[C:2]1[CH2:3][CH2:4][CH2:5][CH2:6][CH2:7][C:1]1=[O:8])[CH3:13]. (3) The product is: [F:1][C:2]1[CH:10]=[C:9]2[C:5]([CH:6]=[N:7][N:8]2[CH2:12][CH2:13][O:14][CH:15]2[CH2:20][CH2:19][CH2:18][CH2:17][O:16]2)=[CH:4][CH:3]=1. Given the reactants [F:1][C:2]1[CH:10]=[C:9]2[C:5]([CH:6]=[N:7][NH:8]2)=[CH:4][CH:3]=1.Br[CH2:12][CH2:13][O:14][CH:15]1[CH2:20][CH2:19][CH2:18][CH2:17][O:16]1.C(=O)([O-])[O-].[Cs+].[Cs+], predict the reaction product. (4) Given the reactants [Cl:1][C:2]1[CH:3]=[N:4][C:5]2[N:6]([N:8]=[C:9]([C:11]([OH:13])=O)[CH:10]=2)[CH:7]=1.[O:14]1[CH:18]=[CH:17][CH:16]=[C:15]1[C:19]1[CH2:20][CH:21]([CH3:25])[NH:22][CH2:23][CH:24]=1, predict the reaction product. The product is: [Cl:1][C:2]1[CH:3]=[N:4][C:5]2[N:6]([N:8]=[C:9]([C:11]([N:22]3[CH2:23][CH:24]=[C:19]([C:15]4[O:14][CH:18]=[CH:17][CH:16]=4)[CH2:20][CH:21]3[CH3:25])=[O:13])[CH:10]=2)[CH:7]=1. (5) Given the reactants C(OC(=O)[NH:7][C@H:8]([C:13](=[O:19])[NH:14][CH2:15][C:16](=[O:18])[NH2:17])[C:9]([CH3:12])([CH3:11])[CH3:10])(C)(C)C.C(OCC)(=O)C.O1CCOCC1.[ClH:33].O1CCOCC1, predict the reaction product. The product is: [ClH:33].[NH2:7][C@@H:8]([C:9]([CH3:12])([CH3:11])[CH3:10])[C:13]([NH:14][CH2:15][C:16](=[O:18])[NH2:17])=[O:19]. (6) Given the reactants [C:1](Cl)(Cl)=[S:2].[CH3:5][C:6]([C:9]1[CH:10]=[C:11]([O:15][C:16]2[C:22]([CH3:23])=[CH:21][C:19]([NH2:20])=[C:18]([CH3:24])[CH:17]=2)[CH:12]=[CH:13][CH:14]=1)([CH3:8])[CH3:7].C(=O)(O)[O-].[Na+], predict the reaction product. The product is: [CH3:8][C:6]([C:9]1[CH:10]=[C:11]([O:15][C:16]2[CH:17]=[C:18]([CH3:24])[C:19]([N:20]=[C:1]=[S:2])=[CH:21][C:22]=2[CH3:23])[CH:12]=[CH:13][CH:14]=1)([CH3:5])[CH3:7]. (7) Given the reactants [S:1]1[CH:5]=[CH:4][N:3]=[C:2]1[C:6]1[CH:10]=[C:9]([CH2:11][CH2:12][CH:13]=O)[O:8][N:7]=1.[CH3:15][O:16][C:17]1[CH:22]=[CH:21][CH:20]=[CH:19][C:18]=1[N:23]1[CH2:28][CH2:27][NH:26][CH2:25][CH2:24]1.[BH-](OC(C)=O)(OC(C)=O)OC(C)=O.[Na+], predict the reaction product. The product is: [CH3:15][O:16][C:17]1[CH:22]=[CH:21][CH:20]=[CH:19][C:18]=1[N:23]1[CH2:28][CH2:27][N:26]([CH2:13][CH2:12][CH2:11][C:9]2[O:8][N:7]=[C:6]([C:2]3[S:1][CH:5]=[CH:4][N:3]=3)[CH:10]=2)[CH2:25][CH2:24]1. (8) Given the reactants [CH2:1]([O:3][CH2:4][C:5]1[N:6]([CH2:18][C:19]2([OH:25])[CH2:24][CH2:23][CH2:22][CH2:21][CH2:20]2)[C:7]2[C:16]3[CH:15]=[CH:14][CH:13]=[CH:12][C:11]=3[N:10]=[CH:9][C:8]=2[N:17]=1)[CH3:2].ClC1C=C(C=CC=1)C(OO)=O.[OH-].[NH4+:38].C1(C)C=CC(S(Cl)(=O)=O)=CC=1, predict the reaction product. The product is: [NH2:38][C:9]1[C:8]2[N:17]=[C:5]([CH2:4][O:3][CH2:1][CH3:2])[N:6]([CH2:18][C:19]3([OH:25])[CH2:24][CH2:23][CH2:22][CH2:21][CH2:20]3)[C:7]=2[C:16]2[CH:15]=[CH:14][CH:13]=[CH:12][C:11]=2[N:10]=1. (9) The product is: [OH:37][CH:34]([CH2:35][OH:36])[CH2:33][NH:32][C:3](=[O:5])[CH:2]([OH:1])[C:6]1[CH:11]=[CH:10][C:9]([C:12]2[N:16]=[C:15]([C:17]3[O:21][N:20]=[C:19]([C:22]4[CH:23]=[CH:24][CH:25]=[CH:26][CH:27]=4)[C:18]=3[C:28]([F:30])([F:29])[F:31])[O:14][N:13]=2)=[CH:8][CH:7]=1. Given the reactants [OH:1][CH:2]([C:6]1[CH:11]=[CH:10][C:9]([C:12]2[N:16]=[C:15]([C:17]3[O:21][N:20]=[C:19]([C:22]4[CH:27]=[CH:26][CH:25]=[CH:24][CH:23]=4)[C:18]=3[C:28]([F:31])([F:30])[F:29])[O:14][N:13]=2)=[CH:8][CH:7]=1)[C:3]([OH:5])=O.[NH2:32][CH2:33][CH:34]([OH:37])[CH2:35][OH:36].CN1CCOCC1.CN(C(ON1N=NC2C=CC=NC1=2)=[N+](C)C)C.F[P-](F)(F)(F)(F)F, predict the reaction product.